This data is from Forward reaction prediction with 1.9M reactions from USPTO patents (1976-2016). The task is: Predict the product of the given reaction. (1) Given the reactants [CH3:1][CH:2]1[CH2:6][CH2:5][CH2:4][CH:3]1[C:7]([OH:9])=O.[CH3:10][Li].Cl, predict the reaction product. The product is: [CH3:1][CH:2]1[CH2:6][CH2:5][CH2:4][CH:3]1[C:7](=[O:9])[CH3:10]. (2) The product is: [Cl:20][C:16]1[N:15]=[CH:14][N:13]=[C:12]2[N:8]([C:3]3[CH:4]=[CH:5][CH:6]=[CH:7][C:2]=3[Cl:1])[N:9]=[CH:10][C:11]=12. Given the reactants [Cl:1][C:2]1[CH:7]=[CH:6][CH:5]=[CH:4][C:3]=1[N:8]1[C:12]2[N:13]=[CH:14][NH:15][C:16](=O)[C:11]=2[CH:10]=[N:9]1.O=P(Cl)(Cl)[Cl:20], predict the reaction product. (3) Given the reactants [Cl:1][C:2]1[S:6][C:5]([C:7]2[C:11]([C:12]3[CH:17]=[CH:16][N:15]=[C:14]([S:18][CH3:19])[N:13]=3)=[CH:10][NH:9][N:8]=2)=[CH:4][CH:3]=1.I[CH:21]([CH3:23])[CH3:22].C(=O)([O-])[O-].[Cs+].[Cs+], predict the reaction product. The product is: [Cl:1][C:2]1[S:6][C:5]([C:7]2[C:11]([C:12]3[CH:17]=[CH:16][N:15]=[C:14]([S:18][CH3:19])[N:13]=3)=[CH:10][N:9]([CH:21]([CH3:23])[CH3:22])[N:8]=2)=[CH:4][CH:3]=1.